Dataset: Peptide-MHC class II binding affinity with 134,281 pairs from IEDB. Task: Regression. Given a peptide amino acid sequence and an MHC pseudo amino acid sequence, predict their binding affinity value. This is MHC class II binding data. (1) The MHC is DRB1_0901 with pseudo-sequence DRB1_0901. The binding affinity (normalized) is 0.524. The peptide sequence is IGLQYLGYVIRDLAA. (2) The peptide sequence is GEHQIVDKIDAAFKI. The MHC is DRB1_1101 with pseudo-sequence DRB1_1101. The binding affinity (normalized) is 0.382. (3) The peptide sequence is YDKFLANTSTVLTGK. The MHC is DRB1_1101 with pseudo-sequence DRB1_1101. The binding affinity (normalized) is 0.455.